From a dataset of Full USPTO retrosynthesis dataset with 1.9M reactions from patents (1976-2016). Predict the reactants needed to synthesize the given product. (1) Given the product [NH2:1][C:2]1[C:7]([F:8])=[C:6]([C:9]2[CH:14]=[CH:13][C:12]([O:15][CH:16]([F:18])[F:17])=[C:11]([F:19])[CH:10]=2)[N:5]=[C:4]([C:20]([OH:22])=[O:21])[C:3]=1[Cl:24], predict the reactants needed to synthesize it. The reactants are: [NH2:1][C:2]1[C:7]([F:8])=[C:6]([C:9]2[CH:14]=[CH:13][C:12]([O:15][CH:16]([F:18])[F:17])=[C:11]([F:19])[CH:10]=2)[N:5]=[C:4]([C:20]([O:22]C)=[O:21])[C:3]=1[Cl:24].[OH-].[Na+]. (2) Given the product [CH3:1][O:2][C:3](=[O:42])[C:4]1[CH:5]=[CH:6][C:7]([C:10]2[N:11]([CH2:35][C:36]3[CH:41]=[CH:40][CH:39]=[CH:38][CH:37]=3)[C:12](=[O:34])[N:13]([CH2:15][C:16]3[CH:21]=[CH:20][C:19]([C:22]([F:24])([F:23])[P:25]([OH:30])([OH:27])=[O:26])=[C:18]([Br:33])[CH:17]=3)[CH:14]=2)=[CH:8][CH:9]=1, predict the reactants needed to synthesize it. The reactants are: [CH3:1][O:2][C:3](=[O:42])[C:4]1[CH:9]=[CH:8][C:7]([C:10]2[N:11]([CH2:35][C:36]3[CH:41]=[CH:40][CH:39]=[CH:38][CH:37]=3)[C:12](=[O:34])[N:13]([CH2:15][C:16]3[CH:21]=[CH:20][C:19]([C:22]([P:25]([O:30]CC)([O:27]CC)=[O:26])([F:24])[F:23])=[C:18]([Br:33])[CH:17]=3)[CH:14]=2)=[CH:6][CH:5]=1.I[Si](C)(C)C. (3) Given the product [CH2:25]([O:32][CH2:33][C:34]1([OH:40])[CH2:35][CH2:36][N:37]([C:41]([O:43][C:44]([CH3:47])([CH3:46])[CH3:45])=[O:42])[CH2:38][CH:39]1[F:1])[C:26]1[CH:31]=[CH:30][CH:29]=[CH:28][CH:27]=1, predict the reactants needed to synthesize it. The reactants are: [F:1][H-]F.[K+].CCCC[N+](CCCC)(CCCC)CCCC.F.F.[F-].[CH2:25]([O:32][CH2:33][C:34]12[O:40][CH:39]1[CH2:38][N:37]([C:41]([O:43][C:44]([CH3:47])([CH3:46])[CH3:45])=[O:42])[CH2:36][CH2:35]2)[C:26]1[CH:31]=[CH:30][CH:29]=[CH:28][CH:27]=1. (4) The reactants are: [O:1]1[CH2:5][CH2:4][O:3][C:2]21[CH2:11][CH:10]1[NH:12][CH:7]([CH2:8][CH2:9]1)[CH2:6]2.Br[C:14]1[CH:19]=[CH:18][C:17]([C:20]([CH3:23])([CH3:22])[CH3:21])=[CH:16][CH:15]=1.CC(C)([O-])C.[Na+].C1(P(C2CCCCC2)C2C=CC=CC=2C2C(C(C)C)=CC(C(C)C)=CC=2C(C)C)CCCCC1. Given the product [C:20]([C:17]1[CH:18]=[CH:19][C:14]([N:12]2[CH:10]3[CH2:9][CH2:8][CH:7]2[CH2:6][C:2]2([CH2:11]3)[O:3][CH2:4][CH2:5][O:1]2)=[CH:15][CH:16]=1)([CH3:23])([CH3:22])[CH3:21], predict the reactants needed to synthesize it. (5) Given the product [Br:18][C:19]1[CH:27]=[CH:26][C:22]([C:23]([NH:2][CH2:3][C:4]([C:6]2[CH:11]=[CH:10][CH:9]=[C:8]([Cl:12])[CH:7]=2)=[O:5])=[O:24])=[CH:21][CH:20]=1, predict the reactants needed to synthesize it. The reactants are: Cl.[NH2:2][CH2:3][C:4]([C:6]1[CH:11]=[CH:10][CH:9]=[C:8]([Cl:12])[CH:7]=1)=[O:5].C([O-])(O)=O.[Na+].[Br:18][C:19]1[CH:27]=[CH:26][C:22]([C:23](Cl)=[O:24])=[CH:21][CH:20]=1. (6) The reactants are: CO[C:3](=[C:10]([C:13]#[N:14])[C:11]#[N:12])[C:4]1[O:5][CH:6]=[CH:7][C:8]=1[CH3:9].[NH2:15][CH2:16][CH2:17][NH:18][C:19](=[O:25])[O:20][C:21]([CH3:24])([CH3:23])[CH3:22]. Given the product [C:13]([C:10]([C:11]#[N:12])=[C:3]([NH:15][CH2:16][CH2:17][NH:18][C:19]([O:20][C:21]([CH3:24])([CH3:23])[CH3:22])=[O:25])[C:4]1[O:5][CH:6]=[CH:7][C:8]=1[CH3:9])#[N:14], predict the reactants needed to synthesize it. (7) Given the product [Cl:8][C:4]1[CH:5]=[CH:6][CH:7]=[C:2]([Cl:1])[C:3]=1[NH:9][C:10]1[N:11]([CH3:29])[C:12]2[C:21]3[C:20](=[O:22])[NH:19][C:18]([CH:23]([O:26][C:37](=[O:39])[CH3:38])[CH:24]=[CH2:25])=[C:17]([CH3:27])[C:16]=3[CH:15]=[CH:14][C:13]=2[N:28]=1, predict the reactants needed to synthesize it. The reactants are: [Cl:1][C:2]1[CH:7]=[CH:6][CH:5]=[C:4]([Cl:8])[C:3]=1[NH:9][C:10]1[N:11]([CH3:29])[C:12]2[C:21]3[C:20](=[O:22])[NH:19][C:18]([CH:23]([OH:26])[CH:24]=[CH2:25])=[C:17]([CH3:27])[C:16]=3[CH:15]=[CH:14][C:13]=2[N:28]=1.C(N(CC)CC)C.[C:37](OC(=O)C)(=[O:39])[CH3:38]. (8) Given the product [CH2:14]([O:21][CH2:22][C@@H:23]1[CH2:27][CH2:26][S:25](=[O:29])(=[O:28])[N:24]1[C:2]1[CH:11]=[CH:10][C:5]([C:6]([O:8][CH3:9])=[O:7])=[C:4]([O:12][CH3:13])[CH:3]=1)[C:15]1[CH:16]=[CH:17][CH:18]=[CH:19][CH:20]=1, predict the reactants needed to synthesize it. The reactants are: Br[C:2]1[CH:11]=[CH:10][C:5]([C:6]([O:8][CH3:9])=[O:7])=[C:4]([O:12][CH3:13])[CH:3]=1.[CH2:14]([O:21][CH2:22][C@@H:23]1[CH2:27][CH2:26][S:25](=[O:29])(=[O:28])[NH:24]1)[C:15]1[CH:20]=[CH:19][CH:18]=[CH:17][CH:16]=1.C(=O)([O-])[O-].[K+].[K+].[I-].[K+].CNCCNC. (9) Given the product [Cl:1][C:2]1[CH:3]=[C:4]([C:9]2[CH:14]=[C:13]([C:15]([F:16])([F:18])[F:17])[N:12]3[N:19]=[CH:20][C:21]([C:22]4[O:23][N:32]=[C:30]([C:29]5[CH:34]=[CH:35][C:26]([NH2:25])=[N:27][CH:28]=5)[N:31]=4)=[C:11]3[N:10]=2)[CH:5]=[CH:6][C:7]=1[Cl:8], predict the reactants needed to synthesize it. The reactants are: [Cl:1][C:2]1[CH:3]=[C:4]([C:9]2[CH:14]=[C:13]([C:15]([F:18])([F:17])[F:16])[N:12]3[N:19]=[CH:20][C:21]([C:22](O)=[O:23])=[C:11]3[N:10]=2)[CH:5]=[CH:6][C:7]=1[Cl:8].[NH2:25][C:26]1[CH:35]=[CH:34][C:29]([C:30]([NH:32]O)=[NH:31])=[CH:28][N:27]=1. (10) Given the product [CH3:14][N:7]([CH2:6][C:5]1[CH:4]=[CH:3][C:2]([NH:1][C:27]([C:19]2[N:18]([CH3:17])[C:26]3[C:21]([CH:20]=2)=[CH:22][CH:23]=[CH:24][CH:25]=3)=[O:28])=[CH:16][CH:15]=1)[CH:8]1[CH2:13][CH2:12][O:11][CH2:10][CH2:9]1, predict the reactants needed to synthesize it. The reactants are: [NH2:1][C:2]1[CH:16]=[CH:15][C:5]([CH2:6][N:7]([CH3:14])[CH:8]2[CH2:13][CH2:12][O:11][CH2:10][CH2:9]2)=[CH:4][CH:3]=1.[CH3:17][N:18]1[C:26]2[C:21](=[CH:22][CH:23]=[CH:24][CH:25]=2)[CH:20]=[C:19]1[C:27](O)=[O:28].C1C=CC2N(O)N=NC=2C=1.CCN(CC)CC.